From a dataset of Full USPTO retrosynthesis dataset with 1.9M reactions from patents (1976-2016). Predict the reactants needed to synthesize the given product. (1) The reactants are: [CH3:1][C:2]1[CH:7]=[C:6]([CH3:8])[NH:5][C:4](=[O:9])[C:3]=1[CH2:10][NH:11][C:12]([C:14]1[CH:15]=[C:16]([C:30]2[CH:35]=[CH:34][C:33]([CH:36]=O)=[CH:32][C:31]=2[CH3:38])[CH:17]=[C:18]([N:21]([CH2:28][CH3:29])[CH:22]2[CH2:27][CH2:26][O:25][CH2:24][CH2:23]2)[C:19]=1[CH3:20])=[O:13].[NH:39]1[CH2:44][CH2:43][O:42][CH2:41][CH2:40]1.C(O)(=O)C.C(O[BH-](OC(=O)C)OC(=O)C)(=O)C.[Na+]. Given the product [CH3:1][C:2]1[CH:7]=[C:6]([CH3:8])[NH:5][C:4](=[O:9])[C:3]=1[CH2:10][NH:11][C:12]([C:14]1[CH:15]=[C:16]([C:30]2[CH:35]=[CH:34][C:33]([CH2:36][N:39]3[CH2:44][CH2:43][O:42][CH2:41][CH2:40]3)=[CH:32][C:31]=2[CH3:38])[CH:17]=[C:18]([N:21]([CH2:28][CH3:29])[CH:22]2[CH2:23][CH2:24][O:25][CH2:26][CH2:27]2)[C:19]=1[CH3:20])=[O:13], predict the reactants needed to synthesize it. (2) Given the product [F:8][C:9]1[CH:16]=[CH:15][C:12]([CH2:13][C:18]2[CH:19]=[C:20]([CH:23]=[CH:24][C:25]=2[O:26][CH3:27])[CH:21]=[O:22])=[CH:11][CH:10]=1, predict the reactants needed to synthesize it. The reactants are: C([O-])(=O)C(C)(C)C.[F:8][C:9]1[CH:16]=[CH:15][C:12]([CH2:13][Zn+])=[CH:11][CH:10]=1.Br[C:18]1[CH:19]=[C:20]([CH:23]=[CH:24][C:25]=1[O:26][CH3:27])[CH:21]=[O:22]. (3) Given the product [NH2:1][CH:2]1[CH:3]2[CH2:11][C:7]3([OH:13])[CH2:6][CH:5]([CH2:10][CH:9]1[CH2:8]3)[CH2:4]2, predict the reactants needed to synthesize it. The reactants are: [NH2:1][CH:2]1[CH:9]2[CH2:10][CH:5]3[CH2:6][CH:7]([CH2:11][CH:3]1[CH2:4]3)[CH2:8]2.[N+]([O-])(O)=[O:13].[OH-].[Na+]. (4) Given the product [F:23][C:24]1[CH:29]=[CH:28][C:27]([N:6]2[C:5]3[CH:9]=[CH:10][C:11]([N:13]([S:18]([CH3:21])(=[O:19])=[O:20])[S:14]([CH3:17])(=[O:16])=[O:15])=[CH:12][C:4]=3[O:3][C:2]([CH3:22])([CH3:1])[C:7]2=[O:8])=[CH:26][CH:25]=1, predict the reactants needed to synthesize it. The reactants are: [CH3:1][C:2]1([CH3:22])[C:7](=[O:8])[NH:6][C:5]2[CH:9]=[CH:10][C:11]([N:13]([S:18]([CH3:21])(=[O:20])=[O:19])[S:14]([CH3:17])(=[O:16])=[O:15])=[CH:12][C:4]=2[O:3]1.[F:23][C:24]1[CH:29]=[CH:28][C:27](B(O)O)=[CH:26][CH:25]=1.C(N(CCCC)CCCC)CCC. (5) Given the product [Br:1][C:2]1[CH:3]=[C:4]2[C:8](=[CH:9][CH:10]=1)[NH:7][C:6](=[O:11])[C:5]2([OH:12])[C:13]#[C:14][CH3:15], predict the reactants needed to synthesize it. The reactants are: [Br:1][C:2]1[CH:3]=[C:4]2[C:8](=[CH:9][CH:10]=1)[NH:7][C:6](=[O:11])[C:5]2=[O:12].[C:13]([Mg]Br)#[C:14][CH3:15].[Cl-].[NH4+]. (6) Given the product [OH:26][C@H:27]([C:76]1[CH:85]=[CH:84][C:83]([OH:86])=[C:82]2[C:77]=1[CH:78]=[CH:79][C:80](=[O:87])[NH:81]2)[CH2:28][NH:29][CH2:30][CH2:31][CH2:32][C:33]#[C:34][C:35]1[CH:36]=[CH:37][C:38]([NH:41][C:42]([C:44]2[CH:45]=[C:46]([S:50]([C:53]3[CH:54]=[C:55]4[C:60](=[C:61]([CH3:63])[CH:62]=3)[N:59]=[CH:58][C:57]([C:64]([NH2:66])=[O:65])=[C:56]4[NH:67][C:68]3[CH:73]=[CH:72][CH:71]=[C:70]([O:74][CH3:75])[CH:69]=3)(=[O:51])=[O:52])[CH:47]=[CH:48][CH:49]=2)=[O:43])=[CH:39][CH:40]=1, predict the reactants needed to synthesize it. The reactants are: CCCC[N+](CCCC)(CCCC)CCCC.[F-].[Si]([O:26][C@H:27]([C:76]1[CH:85]=[CH:84][C:83]([OH:86])=[C:82]2[C:77]=1[CH:78]=[CH:79][C:80](=[O:87])[NH:81]2)[CH2:28][NH:29][CH2:30][CH2:31][CH2:32][C:33]#[C:34][C:35]1[CH:40]=[CH:39][C:38]([NH:41][C:42]([C:44]2[CH:45]=[C:46]([S:50]([C:53]3[CH:54]=[C:55]4[C:60](=[C:61]([CH3:63])[CH:62]=3)[N:59]=[CH:58][C:57]([C:64]([NH2:66])=[O:65])=[C:56]4[NH:67][C:68]3[CH:73]=[CH:72][CH:71]=[C:70]([O:74][CH3:75])[CH:69]=3)(=[O:52])=[O:51])[CH:47]=[CH:48][CH:49]=2)=[O:43])=[CH:37][CH:36]=1)(C(C)(C)C)(C)C.C(O)(=O)C. (7) Given the product [F:1][C:2]1([F:24])[CH2:7][CH2:6][CH:5]([CH2:8][NH:9][C:10]([C:12]2[C:13]3[CH:14]=[CH:15][C:16]([N:27]4[CH2:28][CH2:33][CH2:31]4)=[N:17][C:18]=3[CH:19]=[CH:20][C:21]=2[Cl:22])=[O:11])[CH2:4][CH2:3]1, predict the reactants needed to synthesize it. The reactants are: [F:1][C:2]1([F:24])[CH2:7][CH2:6][CH:5]([CH2:8][NH:9][C:10]([C:12]2[C:13]3[CH:14]=[CH:15][C:16](Cl)=[N:17][C:18]=3[CH:19]=[CH:20][C:21]=2[Cl:22])=[O:11])[CH2:4][CH2:3]1.CC[N:27]([CH:31]([CH3:33])C)[CH:28](C)C.N1CCC1. (8) The reactants are: [CH2:1]([C:8]1[CH:9]=[N:10][C:11]2[C:16]([C:17]=1[C:18]1[CH:19]=[C:20]([OH:24])[CH:21]=[CH:22][CH:23]=1)=[CH:15][CH:14]=[CH:13][C:12]=2[C:25]([F:28])([F:27])[F:26])[C:2]1[CH:7]=[CH:6][CH:5]=[CH:4][CH:3]=1.[CH2:29]([O:32][C:33](=[O:43])[CH2:34][C:35]1[CH:40]=[CH:39][C:38]([CH2:41]Br)=[CH:37][CH:36]=1)[CH2:30]C. Given the product [CH2:29]([O:32][C:33](=[O:43])[CH2:34][C:35]1[CH:36]=[CH:37][C:38]([CH2:41][O:24][C:20]2[CH:21]=[CH:22][CH:23]=[C:18]([C:17]3[C:16]4[C:11](=[C:12]([C:25]([F:28])([F:26])[F:27])[CH:13]=[CH:14][CH:15]=4)[N:10]=[CH:9][C:8]=3[CH2:1][C:2]3[CH:3]=[CH:4][CH:5]=[CH:6][CH:7]=3)[CH:19]=2)=[CH:39][CH:40]=1)[CH3:30], predict the reactants needed to synthesize it.